From a dataset of Catalyst prediction with 721,799 reactions and 888 catalyst types from USPTO. Predict which catalyst facilitates the given reaction. (1) Reactant: Br[C:2]1[CH:3]=[CH:4][C:5]2[O:6][CH2:7][C:8](=[O:12])[NH:9][C:10]=2[N:11]=1.B1(B2O[C:25]([CH3:28])(C)[C:24]([CH3:30])([CH3:29])O2)O[C:25](C)([CH3:28])[C:24]([CH3:30])([CH3:29])O1.[C:31]([O-:34])(=O)[CH3:32].[K+].[CH3:36][CH2:37]OC(C)=O. Product: [O:12]=[C:8]1[CH2:7][O:6][C:5]2[CH:4]=[CH:3][C:2]([C:32](=[CH:30][C:24]3[CH:25]=[CH:28][CH:37]=[CH:36][CH:29]=3)[CH:31]=[O:34])=[N:11][C:10]=2[NH:9]1. The catalyst class is: 38. (2) Reactant: I[C:2]1[CH:7]=[CH:6][C:5]([I:8])=[CH:4][CH:3]=1.[CH:9]1[C:21]2[NH:20][C:19]3[C:14](=[CH:15][CH:16]=[CH:17][CH:18]=3)[C:13]=2[CH:12]=[CH:11][CH:10]=1.C(=O)([O-])[O-].[K+].[K+].C1(C)C=C(C)C=C(C)C=1. Product: [I:8][C:5]1[CH:6]=[CH:7][C:2]([N:20]2[C:21]3[CH:9]=[CH:10][CH:11]=[CH:12][C:13]=3[C:14]3[C:19]2=[CH:18][CH:17]=[CH:16][CH:15]=3)=[CH:3][CH:4]=1. The catalyst class is: 536. (3) Reactant: [CH3:1][N:2]1[CH2:7][CH2:6][N:5]2[N:8]=[C:9]([C:14]([O:16]C)=O)[C:10]([N+:11]([O-:13])=[O:12])=[C:4]2[C:3]1=[O:18].[CH3:19][NH2:20].C(O)C. Product: [CH3:19][NH:20][C:14]([C:9]1[C:10]([N+:11]([O-:13])=[O:12])=[C:4]2[C:3](=[O:18])[N:2]([CH3:1])[CH2:7][CH2:6][N:5]2[N:8]=1)=[O:16]. The catalyst class is: 3. (4) Reactant: [N:1]([CH:4]([CH3:23])/[CH:5]=[CH:6]/[C:7]1[S:11][C:10]([O:12][C:13]2[CH:18]=[CH:17][C:16]([O:19][CH:20]([CH3:22])[CH3:21])=[CH:15][CH:14]=2)=[N:9][CH:8]=1)=[N+]=[N-].C1(P(C2C=CC=CC=2)C2C=CC=CC=2)C=CC=CC=1.[OH-].[Na+].[C:45](OC(=O)C)(=[O:47])[CH3:46]. Product: [CH:20]([O:19][C:16]1[CH:17]=[CH:18][C:13]([O:12][C:10]2[S:11][C:7](/[CH:6]=[CH:5]/[CH:4]([NH:1][C:45](=[O:47])[CH3:46])[CH3:23])=[CH:8][N:9]=2)=[CH:14][CH:15]=1)([CH3:22])[CH3:21]. The catalyst class is: 7. (5) Reactant: Cl[CH2:2][C:3]1[N:12]([C:13]2[CH:18]=[CH:17][CH:16]=[CH:15][C:14]=2[Cl:19])[C:11](=[O:20])[C:10]2[C:5](=[CH:6][CH:7]=[C:8]([F:21])[CH:9]=2)[N:4]=1.O.[SH:23][C:24]1[N:32]=[CH:31][N:30]=[C:29]2[C:25]=1[NH:26][CH:27]=[N:28]2.C([O-])([O-])=O.[K+].[K+]. Product: [Cl:19][C:14]1[CH:15]=[CH:16][CH:17]=[CH:18][C:13]=1[N:12]1[C:11](=[O:20])[C:10]2[C:5](=[CH:6][CH:7]=[C:8]([F:21])[CH:9]=2)[N:4]=[C:3]1[CH2:2][S:23][C:24]1[N:32]=[CH:31][N:30]=[C:29]2[C:25]=1[N:26]=[CH:27][NH:28]2. The catalyst class is: 3. (6) Reactant: [CH3:1][C:2](=[CH2:4])[CH3:3].B1C2CCCC1CCC2.Br[C:15]1[CH:20]=[CH:19][CH:18]=[CH:17][C:16]=1[OH:21].[F-].[K+].F[B-](F)(F)F. Product: [CH2:4]([C:15]1[CH:20]=[CH:19][CH:18]=[CH:17][C:16]=1[OH:21])[CH:2]([CH3:3])[CH3:1]. The catalyst class is: 318. (7) Reactant: [F:1][C:2]1[CH:10]=[CH:9][CH:8]=[C:7]2[C:3]=1[CH:4]=[C:5]([C:11]([NH2:13])=O)[NH:6]2.[H-].[H-].[H-].[H-].[Li+].[Al+3].[O-]S([O-])(=O)=O.[Na+].[Na+]. Product: [F:1][C:2]1[CH:10]=[CH:9][CH:8]=[C:7]2[C:3]=1[CH:4]=[C:5]([CH2:11][NH2:13])[NH:6]2. The catalyst class is: 1. (8) Reactant: [Br:1][C:2]1[CH:9]=[CH:8][C:5]([CH2:6][NH2:7])=[CH:4][CH:3]=1.[C:10]([N:17]1[CH2:24][CH2:23][CH2:22][C@H:18]1[C:19](O)=[O:20])([O:12][C:13]([CH3:16])([CH3:15])[CH3:14])=[O:11].CN1CCOCC1.CN(C(ON1N=NC2C=CC=NC1=2)=[N+](C)C)C.F[P-](F)(F)(F)(F)F. Product: [C:13]([O:12][C:10]([N:17]1[CH2:24][CH2:23][CH2:22][CH:18]1[C:19](=[O:20])[NH:7][CH2:6][C:5]1[CH:8]=[CH:9][C:2]([Br:1])=[CH:3][CH:4]=1)=[O:11])([CH3:16])([CH3:15])[CH3:14]. The catalyst class is: 3. (9) Reactant: [CH3:1][O:2][C:3]1[CH:8]=[CH:7][C:6]([CH2:9][NH2:10])=[CH:5][CH:4]=1.Br[C:12]1[C:13]2[N:14]([C:19]([C:22]([NH:24][C:25]3[CH:30]=[CH:29][N:28]=[CH:27][CH:26]=3)=[O:23])=[CH:20][N:21]=2)[N:15]=[C:16](Cl)[CH:17]=1.ClC1C=C(Cl)C2N(C(C(NC3C=CN=CC=3)=O)=CN=2)N=1.[C@H:51]1([NH2:58])[CH2:56][CH2:55][C@H:54]([NH2:57])[CH2:53][CH2:52]1. Product: [NH2:57][C@H:54]1[CH2:55][CH2:56][C@H:51]([NH:58][C:16]2[CH:17]=[C:12]([NH:10][CH2:9][C:6]3[CH:7]=[CH:8][C:3]([O:2][CH3:1])=[CH:4][CH:5]=3)[C:13]3[N:14]([C:19]([C:22]([NH:24][C:25]4[CH:30]=[CH:29][N:28]=[CH:27][CH:26]=4)=[O:23])=[CH:20][N:21]=3)[N:15]=2)[CH2:52][CH2:53]1. The catalyst class is: 7. (10) Reactant: [C:1]([O:20][CH2:21][CH2:22][C:23]1[C:27]2[N:28]=[CH:29][N:30]=[C:31]([NH2:32])[C:26]=2[O:25][CH:24]=1)([C:14]1[CH:19]=[CH:18][CH:17]=[CH:16][CH:15]=1)([C:8]1[CH:13]=[CH:12][CH:11]=[CH:10][CH:9]=1)[C:2]1[CH:7]=[CH:6][CH:5]=[CH:4][CH:3]=1.[C:33]1([C:39]([C:47]2[CH:52]=[CH:51][CH:50]=[CH:49][CH:48]=2)([C:41]2[CH:46]=[CH:45][CH:44]=[CH:43][CH:42]=2)Cl)[CH:38]=[CH:37][CH:36]=[CH:35][CH:34]=1.CO. Product: [C:39]([NH:32][C:31]1[C:26]2[O:25][CH:24]=[C:23]([CH2:22][CH2:21][O:20][C:1]([C:14]3[CH:19]=[CH:18][CH:17]=[CH:16][CH:15]=3)([C:8]3[CH:9]=[CH:10][CH:11]=[CH:12][CH:13]=3)[C:2]3[CH:7]=[CH:6][CH:5]=[CH:4][CH:3]=3)[C:27]=2[N:28]=[CH:29][N:30]=1)([C:33]1[CH:38]=[CH:37][CH:36]=[CH:35][CH:34]=1)([C:47]1[CH:48]=[CH:49][CH:50]=[CH:51][CH:52]=1)[C:41]1[CH:42]=[CH:43][CH:44]=[CH:45][CH:46]=1. The catalyst class is: 17.